This data is from Reaction yield outcomes from USPTO patents with 853,638 reactions. The task is: Predict the reaction yield, written as a fraction of the theoretical maximum amount of product (1.0 means a 100% yield; for example, 0.34 means a 34% yield). The catalyst is [Cu]I.C1(C)C=CC=CC=1. The yield is 0.300. The product is [CH3:13][O:12][C:9]1[CH:10]=[C:11]2[C:6](=[CH:7][C:8]=1[O:14][CH3:15])[N:5]=[N:4][CH:3]=[C:2]2[N:24]1[CH2:23][CH2:22][C:21]2[C:26](=[CH:27][C:18]([O:17][CH3:16])=[CH:19][CH:20]=2)[C:25]1=[O:28]. The reactants are Br[C:2]1[C:11]2[C:6](=[CH:7][C:8]([O:14][CH3:15])=[C:9]([O:12][CH3:13])[CH:10]=2)[N:5]=[N:4][CH:3]=1.[CH3:16][O:17][C:18]1[CH:27]=[C:26]2[C:21]([CH2:22][CH2:23][NH:24][C:25]2=[O:28])=[CH:20][CH:19]=1.C(=O)([O-])[O-].[K+].[K+].CNCCNC.